Dataset: Merck oncology drug combination screen with 23,052 pairs across 39 cell lines. Task: Regression. Given two drug SMILES strings and cell line genomic features, predict the synergy score measuring deviation from expected non-interaction effect. (1) Drug 1: CS(=O)(=O)CCNCc1ccc(-c2ccc3ncnc(Nc4ccc(OCc5cccc(F)c5)c(Cl)c4)c3c2)o1. Drug 2: C#Cc1cccc(Nc2ncnc3cc(OCCOC)c(OCCOC)cc23)c1. Cell line: UWB1289BRCA1. Synergy scores: synergy=18.6. (2) Drug 1: O=C(CCCCCCC(=O)Nc1ccccc1)NO. Drug 2: NC1CCCCC1N.O=C(O)C(=O)O.[Pt+2]. Cell line: UACC62. Synergy scores: synergy=-1.47. (3) Drug 1: Nc1ccn(C2OC(CO)C(O)C2(F)F)c(=O)n1. Drug 2: O=C(O)C1(Cc2cccc(Nc3nccs3)n2)CCC(Oc2cccc(Cl)c2F)CC1. Cell line: KPL1. Synergy scores: synergy=3.61.